Dataset: Forward reaction prediction with 1.9M reactions from USPTO patents (1976-2016). Task: Predict the product of the given reaction. (1) Given the reactants [C:1]1([CH:7]([C:35]2[CH:40]=[CH:39][CH:38]=[CH:37][CH:36]=2)[O:8][C:9]2[CH:30]=[CH:29][C:12]([CH2:13][NH:14][C:15]3[CH:20]=[CH:19][C:18]([CH2:21][CH2:22][C:23]([O:25]CC)=[O:24])=[C:17]([F:28])[CH:16]=3)=[CH:11][C:10]=2[CH2:31][CH:32]([CH3:34])[CH3:33])[CH:6]=[CH:5][CH:4]=[CH:3][CH:2]=1.[OH-].[K+].O.C(O)(=O)CC(CC(O)=O)(C(O)=O)O, predict the reaction product. The product is: [C:35]1([CH:7]([C:1]2[CH:2]=[CH:3][CH:4]=[CH:5][CH:6]=2)[O:8][C:9]2[CH:30]=[CH:29][C:12]([CH2:13][NH:14][C:15]3[CH:20]=[CH:19][C:18]([CH2:21][CH2:22][C:23]([OH:25])=[O:24])=[C:17]([F:28])[CH:16]=3)=[CH:11][C:10]=2[CH2:31][CH:32]([CH3:33])[CH3:34])[CH:36]=[CH:37][CH:38]=[CH:39][CH:40]=1. (2) Given the reactants [F:1][C:2]1[CH:7]=[CH:6][C:5]([CH2:8][C:9](O)=O)=[CH:4][CH:3]=1.C(Cl)(=O)C(Cl)=O.C(N(CC)C(C)C)(C)C.C1(P(C2C=CC=CC=2)(C2C=CC=CC=2)=[C:34]([CH3:40])[C:35]([O:37][CH2:38][CH3:39])=[O:36])C=CC=CC=1, predict the reaction product. The product is: [CH2:38]([O:37][C:35](=[O:36])[C:34]([CH3:40])=[C:9]=[CH:8][C:5]1[CH:4]=[CH:3][C:2]([F:1])=[CH:7][CH:6]=1)[CH3:39]. (3) Given the reactants [NH2:1][C:2]1[C:10]([Cl:11])=[CH:9][C:8]([C:12]2[CH:13]=[C:14]3[C:20]([C:21]4[CH:26]=[CH:25][CH:24]=[CH:23][C:22]=4[O:27][CH3:28])=[CH:19][N:18](S(C4C=CC(C)=CC=4)(=O)=O)[C:15]3=[N:16][CH:17]=2)=[CH:7][C:3]=1[C:4]([OH:6])=O.[NH:39]1[CH2:44][CH2:43][O:42][CH2:41][CH2:40]1.[OH-].[K+].C(O)(=O)C, predict the reaction product. The product is: [NH2:1][C:2]1[C:10]([Cl:11])=[CH:9][C:8]([C:12]2[CH:13]=[C:14]3[C:20]([C:21]4[CH:26]=[CH:25][CH:24]=[CH:23][C:22]=4[O:27][CH3:28])=[CH:19][NH:18][C:15]3=[N:16][CH:17]=2)=[CH:7][C:3]=1[C:4]([N:39]1[CH2:44][CH2:43][O:42][CH2:41][CH2:40]1)=[O:6]. (4) Given the reactants [F:1][C:2]1[CH:7]=[CH:6][C:5]([C:8]2[S:12][C:11]3[CH:13]=[C:14]([O:17][CH3:18])[CH:15]=[CH:16][C:10]=3[C:9]=2[O:19][C:20]2[CH:25]=[CH:24][C:23](/[CH:26]=[CH:27]/[C:28]([NH2:30])=O)=[CH:22][CH:21]=2)=[CH:4][CH:3]=1.[Si]([N:35]=[N+:36]=[N-:37])(C)(C)C, predict the reaction product. The product is: [F:1][C:2]1[CH:7]=[CH:6][C:5]([C:8]2[S:12][C:11]3[CH:13]=[C:14]([O:17][CH3:18])[CH:15]=[CH:16][C:10]=3[C:9]=2[O:19][C:20]2[CH:25]=[CH:24][C:23](/[CH:26]=[CH:27]/[C:28]3[NH:30][N:37]=[N:36][N:35]=3)=[CH:22][CH:21]=2)=[CH:4][CH:3]=1. (5) Given the reactants [C:1]1([N:7]2[C:19]3[CH:18]=[CH:17][C:16](B4OC(C)(C)C(C)(C)O4)=[CH:15][C:14]=3[C:13]3[C:8]2=[CH:9][CH:10]=[CH:11][CH:12]=3)[CH:6]=[CH:5][CH:4]=[CH:3][CH:2]=1.Br[C:30]1[CH:31]=[CH:32][C:33]2[NH:34][C:35]3[C:40]([C:41]=2[CH:42]=1)=[CH:39][C:38](Br)=[CH:37][CH:36]=3.C([O-])([O-])=O.[K+].[K+].Br[C:51]1[CH:56]=[CH:55][CH:54]=[CH:53][CH:52]=1, predict the reaction product. The product is: [C:51]1([N:34]2[C:35]3[CH:36]=[CH:37][C:38]([C:11]4[CH:10]=[CH:9][C:8]5[NH:7][C:19]6[C:14]([C:13]=5[CH:12]=4)=[CH:15][C:16]([C:4]4[CH:3]=[CH:2][C:1]5[N:7]([C:19]7[CH:14]=[CH:15][CH:16]=[CH:17][CH:18]=7)[C:8]7[C:13]([C:6]=5[CH:5]=4)=[CH:12][CH:11]=[CH:10][CH:9]=7)=[CH:17][CH:18]=6)=[CH:39][C:40]=3[C:41]3[C:33]2=[CH:32][CH:31]=[CH:30][CH:42]=3)[CH:56]=[CH:55][CH:54]=[CH:53][CH:52]=1. (6) Given the reactants [Br:1][C:2]1[CH:7]=[CH:6][C:5]([NH:8][C:9](=[O:20])[CH2:10][CH2:11][CH2:12][CH2:13][CH2:14][CH2:15][C:16]([O:18][CH3:19])=[O:17])=[C:4]([N+:21]([O-])=O)[CH:3]=1.Cl[Sn]Cl.O, predict the reaction product. The product is: [NH2:21][C:4]1[CH:3]=[C:2]([Br:1])[CH:7]=[CH:6][C:5]=1[NH:8][C:9](=[O:20])[CH2:10][CH2:11][CH2:12][CH2:13][CH2:14][CH2:15][C:16]([O:18][CH3:19])=[O:17]. (7) Given the reactants [CH:1]1([N:7]2[C:12]([OH:13])=[C:11]([C:14]([NH:16][CH2:17][C:18]([O:20]CC)=[O:19])=[O:15])[C:10](=[O:23])[NH:9][C:8]2=[O:24])[CH2:6][CH2:5][CH2:4][CH2:3][CH2:2]1.C(=O)([O-])[O-].[K+].[K+].Br[CH2:32][C:33]1[CH:34]=[C:35]2[C:40](=[CH:41][CH:42]=1)[C:39]([CH3:44])([CH3:43])[CH2:38][CH2:37][C:36]2([CH3:46])[CH3:45].Cl, predict the reaction product. The product is: [CH:1]1([N:7]2[C:12]([OH:13])=[C:11]([C:14]([NH:16][CH2:17][C:18]([OH:20])=[O:19])=[O:15])[C:10](=[O:23])[N:9]([CH2:32][C:33]3[CH:42]=[CH:41][C:40]4[C:39]([CH3:44])([CH3:43])[CH2:38][CH2:37][C:36]([CH3:46])([CH3:45])[C:35]=4[CH:34]=3)[C:8]2=[O:24])[CH2:2][CH2:3][CH2:4][CH2:5][CH2:6]1.